From a dataset of Reaction yield outcomes from USPTO patents with 853,638 reactions. Predict the reaction yield, written as a fraction of the theoretical maximum amount of product (1.0 means a 100% yield; for example, 0.34 means a 34% yield). (1) The product is [CH:5]12[CH2:11][CH:8]([CH2:9][CH2:10]1)[CH2:7][CH:6]2[NH:12][C:13]([C:15]1[C:19]([CH2:20][O:21][CH3:1])=[C:18]([O:22][C:23]2[CH:32]=[CH:31][C:30]3[C:25](=[CH:26][CH:27]=[CH:28][CH:29]=3)[CH:24]=2)[N:17]([C:33]2[CH:38]=[CH:37][CH:36]=[CH:35][C:34]=2[Cl:39])[N:16]=1)=[O:14]. The reactants are [CH3:1]I.[H-].[Na+].[CH:5]12[CH2:11][CH:8]([CH2:9][CH2:10]1)[CH2:7][CH:6]2[NH:12][C:13]([C:15]1[C:19]([CH2:20][OH:21])=[C:18]([O:22][C:23]2[CH:32]=[CH:31][C:30]3[C:25](=[CH:26][CH:27]=[CH:28][CH:29]=3)[CH:24]=2)[N:17]([C:33]2[CH:38]=[CH:37][CH:36]=[CH:35][C:34]=2[Cl:39])[N:16]=1)=[O:14]. The catalyst is C1COCC1. The yield is 0.480. (2) The reactants are [Cl:1][C:2]1[CH:3]=[CH:4][C:5]([C:8]([OH:10])=O)=[N:6][CH:7]=1.C(N(C(C)C)CC)(C)C.F[P-](F)(F)(F)(F)F.CN(C(N(C)C)=[N+]1C2C(=NC=CC=2)[N+]([O-])=N1)C.[NH2:44][C:45]1[CH:46]=[CH:47][C:48]([F:67])=[C:49]([C:51]23[CH2:58][CH:57]2[CH2:56][CH2:55][S:54][C:53]([NH:59][C:60](=[O:66])[O:61][C:62]([CH3:65])([CH3:64])[CH3:63])=[N:52]3)[CH:50]=1. The catalyst is ClCCl.CN(C=O)C. The product is [Cl:1][C:2]1[CH:3]=[CH:4][C:5]([C:8]([NH:44][C:45]2[CH:46]=[CH:47][C:48]([F:67])=[C:49]([C:51]34[CH2:58][CH:57]3[CH2:56][CH2:55][S:54][C:53]([NH:59][C:60](=[O:66])[O:61][C:62]([CH3:63])([CH3:65])[CH3:64])=[N:52]4)[CH:50]=2)=[O:10])=[N:6][CH:7]=1. The yield is 0.310.